Task: Predict the reaction yield, written as a fraction of the theoretical maximum amount of product (1.0 means a 100% yield; for example, 0.34 means a 34% yield).. Dataset: Reaction yield outcomes from USPTO patents with 853,638 reactions (1) The reactants are [Cl:1][C:2]1[CH:22]=[CH:21][C:5]2[N:6]=[C:7]([C:11]3[CH:16]=[CH:15][CH:14]=[CH:13][C:12]=3[O:17]C(=O)C)O[C:9](=[O:10])[C:4]=2[CH:3]=1.[CH2:23]([NH2:31])[CH2:24][C:25]1[CH:30]=[CH:29][CH:28]=[CH:27][CH:26]=1. No catalyst specified. The product is [Cl:1][C:2]1[CH:3]=[C:4]2[C:5](=[CH:21][CH:22]=1)[N:6]=[C:7]([C:11]1[CH:16]=[CH:15][CH:14]=[CH:13][C:12]=1[OH:17])[N:31]([CH2:23][CH2:24][C:25]1[CH:30]=[CH:29][CH:28]=[CH:27][CH:26]=1)[C:9]2=[O:10]. The yield is 0.750. (2) The reactants are [C:1]([C:5]1[CH:14]=[CH:13][C:8]([C:9](OC)=[O:10])=[CH:7][C:6]=1[CH:15]([CH3:17])[CH3:16])([CH3:4])([CH3:3])[CH3:2].[H-].[H-].[H-].[H-].[Li+].[Al+3]. The catalyst is C1COCC1. The product is [C:1]([C:5]1[CH:14]=[CH:13][C:8]([CH2:9][OH:10])=[CH:7][C:6]=1[CH:15]([CH3:17])[CH3:16])([CH3:4])([CH3:3])[CH3:2]. The yield is 0.600. (3) The reactants are [F:1][C:2]1[CH:9]=[C:8]([OH:10])[C:7]([CH:11]2[C:19]3[C:14](=[CH:15][CH:16]=[CH:17][CH:18]=3)[N:13]([CH2:20][C:21]3[CH:26]=[CH:25][C:24]([O:27][CH3:28])=[CH:23][CH:22]=3)[C:12]2=[O:29])=[CH:6][C:3]=1[C:4]#[N:5].Cl[CH2:31]I.C(=O)([O-])[O-].[Cs+].[Cs+]. The catalyst is O1CCCC1.CN(C)C=O. The product is [F:1][C:2]1[C:3]([C:4]#[N:5])=[CH:6][C:7]2[C:11]3([CH2:31][O:10][C:8]=2[CH:9]=1)[C:19]1[C:14](=[CH:15][CH:16]=[CH:17][CH:18]=1)[N:13]([CH2:20][C:21]1[CH:22]=[CH:23][C:24]([O:27][CH3:28])=[CH:25][CH:26]=1)[C:12]3=[O:29]. The yield is 0.480. (4) The reactants are [O:1]1[C:5]2[CH:6]=[CH:7][CH:8]=[CH:9][C:4]=2[CH:3]=[C:2]1[C:10]([CH:12]1[CH2:17][CH2:16][CH2:15][CH2:14][N:13]1C(OC(C)(C)C)=O)=O.O.NN.[OH-].[K+].O. The catalyst is C(O)COCCO. The product is [O:1]1[C:5]2[CH:6]=[CH:7][CH:8]=[CH:9][C:4]=2[CH:3]=[C:2]1[CH2:10][CH:12]1[CH2:17][CH2:16][CH2:15][CH2:14][NH:13]1. The yield is 0.360.